Dataset: Reaction yield outcomes from USPTO patents with 853,638 reactions. Task: Predict the reaction yield, written as a fraction of the theoretical maximum amount of product (1.0 means a 100% yield; for example, 0.34 means a 34% yield). (1) The reactants are C1(P(C2C=CC=CC=2)C2C=CC=CC=2)C=CC=CC=1.[CH:20]([I:23])(I)I.CC(C)([O-])C.[K+].[CH3:30][C:31]1([CH3:61])[O:35][C@@H:34]2[CH:36]([CH2:40][O:41][C:42]([C:55]3[CH:60]=[CH:59][CH:58]=[CH:57][CH:56]=3)([C:49]3[CH:54]=[CH:53][CH:52]=[CH:51][CH:50]=3)[C:43]3[CH:48]=[CH:47][CH:46]=[CH:45][CH:44]=3)[O:37][CH:38](O)[C@@H:33]2[O:32]1. The catalyst is C(=O)=O.CC(C)=O.C1(C)C=CC=CC=1. The product is [I:23][CH:20]=[C:38]1[C@H:33]2[C@H:34]([O:35][C:31]([CH3:30])([CH3:61])[O:32]2)[CH:36]([CH2:40][O:41][C:42]([C:55]2[CH:60]=[CH:59][CH:58]=[CH:57][CH:56]=2)([C:43]2[CH:44]=[CH:45][CH:46]=[CH:47][CH:48]=2)[C:49]2[CH:54]=[CH:53][CH:52]=[CH:51][CH:50]=2)[O:37]1. The yield is 0.210. (2) The reactants are [F:1][C:2]1[C:24]([S:25][CH:26]2[CH2:31][CH2:30][N:29]([C:32]([CH3:36])([CH3:35])[CH2:33][OH:34])[CH2:28][CH2:27]2)=[CH:23][C:5]2[C:6]3[N:10]([CH2:11][CH2:12][O:13][C:4]=2[CH:3]=1)[CH:9]=[C:8]([C:14]1[N:15]([CH:20]([CH3:22])[CH3:21])[N:16]=[C:17]([CH3:19])[N:18]=1)[N:7]=3.C(O)(C(F)(F)F)=[O:38].C1C=C(Cl)C=C(C(OO)=O)C=1. The catalyst is C(Cl)Cl. The product is [F:1][C:2]1[C:24]([S:25]([CH:26]2[CH2:31][CH2:30][N:29]([C:32]([CH3:36])([CH3:35])[CH2:33][OH:34])[CH2:28][CH2:27]2)=[O:38])=[CH:23][C:5]2[C:6]3[N:10]([CH:9]=[C:8]([C:14]4[N:15]([CH:20]([CH3:22])[CH3:21])[N:16]=[C:17]([CH3:19])[N:18]=4)[N:7]=3)[CH2:11][CH2:12][O:13][C:4]=2[CH:3]=1. The yield is 0.880. (3) The product is [CH3:13][O:12][C:9]1[CH:10]=[C:11]2[C:6](=[CH:7][CH:8]=1)[C:5](=[O:14])[N:4]([C:15]1[CH:16]=[C:17]([CH:20]=[CH:21][CH:22]=1)[C:18]#[N:19])[CH:3]=[C:2]2[C:32]1[CH:31]=[C:30]([F:29])[C:35]([F:36])=[C:34]([F:37])[CH:33]=1. The yield is 0.714. The reactants are Br[C:2]1[C:11]2[C:6](=[CH:7][CH:8]=[C:9]([O:12][CH3:13])[CH:10]=2)[C:5](=[O:14])[N:4]([C:15]2[CH:16]=[C:17]([CH:20]=[CH:21][CH:22]=2)[C:18]#[N:19])[CH:3]=1.C(=O)([O-])[O-].[Cs+].[Cs+].[F:29][C:30]1[CH:31]=[C:32](B(O)O)[CH:33]=[C:34]([F:37])[C:35]=1[F:36]. The catalyst is C1C=CC([P]([Pd]([P](C2C=CC=CC=2)(C2C=CC=CC=2)C2C=CC=CC=2)([P](C2C=CC=CC=2)(C2C=CC=CC=2)C2C=CC=CC=2)[P](C2C=CC=CC=2)(C2C=CC=CC=2)C2C=CC=CC=2)(C2C=CC=CC=2)C2C=CC=CC=2)=CC=1. (4) The reactants are [CH2:1]([O:5][C:6]1[C:15]2[C:10](=[CH:11][CH:12]=[C:13]([C:16]3[NH:20][N:19]=[N:18][N:17]=3)[CH:14]=2)[C:9](=[O:21])[N:8]([CH2:22][CH:23]([CH3:25])[CH3:24])[C:7]=1[CH2:26][NH:27]C(=O)OC(C)(C)C)[CH2:2][CH2:3][CH3:4].[ClH:35]. The catalyst is C(OCC)(=O)C. The product is [ClH:35].[NH2:27][CH2:26][C:7]1[N:8]([CH2:22][CH:23]([CH3:24])[CH3:25])[C:9](=[O:21])[C:10]2[C:15]([C:6]=1[O:5][CH2:1][CH2:2][CH2:3][CH3:4])=[CH:14][C:13]([C:16]1[NH:20][N:19]=[N:18][N:17]=1)=[CH:12][CH:11]=2. The yield is 0.927. (5) The reactants are [CH3:1][C:2]([O:5][C:6]([NH:8][C@@H:9]1[CH2:13][CH2:12][N:11]([C:14]2[C:19]([C:20]([O:22][CH:23]([CH3:25])[CH3:24])=[O:21])=[CH:18][CH:17]=[CH:16][N:15]=2)[CH2:10]1)=[O:7])([CH3:4])[CH3:3].[H-].[Na+].I[CH2:29][CH3:30].O. The catalyst is CN(C=O)C. The product is [CH3:4][C:2]([O:5][C:6]([N:8]([CH2:29][CH3:30])[C@@H:9]1[CH2:13][CH2:12][N:11]([C:14]2[C:19]([C:20]([O:22][CH:23]([CH3:25])[CH3:24])=[O:21])=[CH:18][CH:17]=[CH:16][N:15]=2)[CH2:10]1)=[O:7])([CH3:1])[CH3:3]. The yield is 0.987. (6) The reactants are [CH3:1][CH:2]([OH:4])[CH3:3].[H-].[Na+].[F:7][C:8]([F:36])([F:35])[C:9]1[CH:10]=[C:11]([CH:32]=[CH:33][CH:34]=1)[CH2:12][NH:13][C:14](=[O:31])[C:15]1[CH:20]=[CH:19][N:18]=[C:17]([C:21]2[CH:26]=[C:25](F)[CH:24]=[CH:23][C:22]=2[N+:28]([O-:30])=[O:29])[CH:16]=1. The catalyst is CN(C)C=O.C(OCC)(=O)C. The product is [F:7][C:8]([F:36])([F:35])[C:9]1[CH:10]=[C:11]([CH:32]=[CH:33][CH:34]=1)[CH2:12][NH:13][C:14](=[O:31])[C:15]1[CH:20]=[CH:19][N:18]=[C:17]([C:21]2[CH:26]=[C:25]([O:4][CH:2]([CH3:3])[CH3:1])[CH:24]=[CH:23][C:22]=2[N+:28]([O-:30])=[O:29])[CH:16]=1. The yield is 0.990. (7) The reactants are Cl[C:2]1[N:7]=[C:6]([Cl:8])[CH:5]=[C:4]([Cl:9])[N:3]=1.CCN(C(C)C)C(C)C.[CH3:19][C@H:20]1[CH2:25][O:24][CH2:23][CH2:22][NH:21]1. The catalyst is O1CCOCC1.CCOC(C)=O. The product is [Cl:9][C:4]1[CH:5]=[C:6]([Cl:8])[N:7]=[C:2]([N:21]2[CH2:22][CH2:23][O:24][CH2:25][C@@H:20]2[CH3:19])[N:3]=1. The yield is 0.340.